Dataset: NCI-60 drug combinations with 297,098 pairs across 59 cell lines. Task: Regression. Given two drug SMILES strings and cell line genomic features, predict the synergy score measuring deviation from expected non-interaction effect. (1) Drug 1: C1=CC(=CC=C1CC(C(=O)O)N)N(CCCl)CCCl.Cl. Drug 2: CC=C1C(=O)NC(C(=O)OC2CC(=O)NC(C(=O)NC(CSSCCC=C2)C(=O)N1)C(C)C)C(C)C. Cell line: HS 578T. Synergy scores: CSS=61.2, Synergy_ZIP=-1.98, Synergy_Bliss=-2.97, Synergy_Loewe=-37.0, Synergy_HSA=-2.76. (2) Cell line: SK-MEL-2. Drug 2: C1C(C(OC1N2C=C(C(=O)NC2=O)F)CO)O. Synergy scores: CSS=23.6, Synergy_ZIP=10.5, Synergy_Bliss=5.36, Synergy_Loewe=-21.3, Synergy_HSA=3.55. Drug 1: C1CC(=O)NC(=O)C1N2CC3=C(C2=O)C=CC=C3N. (3) Drug 1: C1=CC(=CC=C1C#N)C(C2=CC=C(C=C2)C#N)N3C=NC=N3. Drug 2: CC1C(C(CC(O1)OC2CC(CC3=C2C(=C4C(=C3O)C(=O)C5=C(C4=O)C(=CC=C5)OC)O)(C(=O)CO)O)N)O.Cl. Synergy scores: CSS=35.3, Synergy_ZIP=-0.0473, Synergy_Bliss=0.834, Synergy_Loewe=-13.9, Synergy_HSA=-0.984. Cell line: SN12C. (4) Cell line: KM12. Drug 1: CN1C2=C(C=C(C=C2)N(CCCl)CCCl)N=C1CCCC(=O)O.Cl. Drug 2: CN(CC1=CN=C2C(=N1)C(=NC(=N2)N)N)C3=CC=C(C=C3)C(=O)NC(CCC(=O)O)C(=O)O. Synergy scores: CSS=35.2, Synergy_ZIP=-0.486, Synergy_Bliss=-1.47, Synergy_Loewe=-37.6, Synergy_HSA=-4.09. (5) Synergy scores: CSS=57.0, Synergy_ZIP=-7.19, Synergy_Bliss=-4.60, Synergy_Loewe=-6.78, Synergy_HSA=-1.47. Drug 1: C1CCC(C1)C(CC#N)N2C=C(C=N2)C3=C4C=CNC4=NC=N3. Drug 2: CNC(=O)C1=NC=CC(=C1)OC2=CC=C(C=C2)NC(=O)NC3=CC(=C(C=C3)Cl)C(F)(F)F. Cell line: KM12. (6) Drug 1: C1=CC=C(C(=C1)C(C2=CC=C(C=C2)Cl)C(Cl)Cl)Cl. Drug 2: C1CN(CCN1C(=O)CCBr)C(=O)CCBr. Cell line: RXF 393. Synergy scores: CSS=-0.104, Synergy_ZIP=0.136, Synergy_Bliss=1.30, Synergy_Loewe=-2.08, Synergy_HSA=-0.713.